The task is: Predict which catalyst facilitates the given reaction.. This data is from Catalyst prediction with 721,799 reactions and 888 catalyst types from USPTO. (1) Reactant: Br[C:2]1[CH:3]=[C:4]2[C:9](=[CH:10][CH:11]=1)[C:8](=[O:12])[NH:7][N:6]=[C:5]2[Cl:13].[N:14]1[CH:19]=[CH:18][N:17]=[CH:16][C:15]=1[N:20]1[CH2:25][CH2:24][NH:23][CH2:22][CH2:21]1.C1C=CC(P(C2C(C3C(P(C4C=CC=CC=4)C4C=CC=CC=4)=CC=C4C=3C=CC=C4)=C3C(C=CC=C3)=CC=2)C2C=CC=CC=2)=CC=1.CC([O-])(C)C.[Na+]. Product: [Cl:13][C:5]1[C:4]2[C:9](=[CH:10][CH:11]=[C:2]([N:23]3[CH2:24][CH2:25][N:20]([C:15]4[CH:16]=[N:17][CH:18]=[CH:19][N:14]=4)[CH2:21][CH2:22]3)[CH:3]=2)[C:8](=[O:12])[NH:7][N:6]=1. The catalyst class is: 686. (2) Reactant: [Cl:1][C:2]1[C:7]([Cl:8])=[C:6]([S:9](=[O:18])(=[O:17])[NH:10][C@@H:11]([CH3:16])[C:12]([F:15])([F:14])[F:13])[CH:5]=[CH:4][C:3]=1[C:19]1[S:23][C:22]([C:24]([O-])=[O:25])=[N:21][C:20]=1[C:27]([N:29]1[CH2:34][CH2:33][CH:32]([F:35])[CH2:31][CH2:30]1)=[O:28].[K+].C[N:38](C(ON1N=NC2C=CC=NC1=2)=[N+](C)C)C.F[P-](F)(F)(F)(F)F.CCN(C(C)C)C(C)C.[NH4+].[Cl-]. Product: [Cl:1][C:2]1[C:7]([Cl:8])=[C:6]([S:9](=[O:18])(=[O:17])[NH:10][C@@H:11]([CH3:16])[C:12]([F:14])([F:15])[F:13])[CH:5]=[CH:4][C:3]=1[C:19]1[S:23][C:22]([C:24]([NH2:38])=[O:25])=[N:21][C:20]=1[C:27]([N:29]1[CH2:34][CH2:33][CH:32]([F:35])[CH2:31][CH2:30]1)=[O:28]. The catalyst class is: 2. (3) Reactant: [CH3:1][N:2]1[CH2:10][C:9]2[C:4](=[CH:5][C:6]([N+:11]([O-])=O)=[CH:7][CH:8]=2)[C:3]1=[O:14]. Product: [NH2:11][C:6]1[CH:5]=[C:4]2[C:9]([CH2:10][N:2]([CH3:1])[C:3]2=[O:14])=[CH:8][CH:7]=1. The catalyst class is: 19. (4) Reactant: S(Cl)([Cl:3])=O.[CH3:5][O:6][C:7](=[O:16])[C:8]1[CH:13]=[CH:12][C:11]([CH2:14]O)=[N:10][CH:9]=1. Product: [CH3:5][O:6][C:7](=[O:16])[C:8]1[CH:13]=[CH:12][C:11]([CH2:14][Cl:3])=[N:10][CH:9]=1. The catalyst class is: 22. (5) The catalyst class is: 3. Product: [Cl:1][C:2]1[C:10]([N+:11]([O-:13])=[O:12])=[CH:9][CH:8]=[CH:7][C:3]=1[CH2:4][OH:5]. Reactant: [Cl:1][C:2]1[C:10]([N+:11]([O-:13])=[O:12])=[CH:9][CH:8]=[CH:7][C:3]=1[C:4](O)=[O:5].C(Cl)(=O)C(Cl)=O. (6) Reactant: [N:1]12[CH2:8][CH2:7][CH:4]([CH2:5][CH2:6]1)[CH:3]([O:9][C:10]1[N:11]=[CH:12][C:13]([C:16]3[CH:21]=[CH:20][C:19]([NH:22][C:23](=[O:25])[CH3:24])=[CH:18][CH:17]=3)=[N:14][CH:15]=1)[CH2:2]2.[C:26]([OH:33])(=[O:32])/[CH:27]=[CH:28]/[C:29]([OH:31])=[O:30]. Product: [C:26]([OH:33])(=[O:32])/[CH:27]=[CH:28]/[C:29]([OH:31])=[O:30].[N:1]12[CH2:6][CH2:5][CH:4]([CH2:7][CH2:8]1)[CH:3]([O:9][C:10]1[N:11]=[CH:12][C:13]([C:16]3[CH:21]=[CH:20][C:19]([NH:22][C:23](=[O:25])[CH3:24])=[CH:18][CH:17]=3)=[N:14][CH:15]=1)[CH2:2]2.[N:1]12[CH2:6][CH2:5][CH:4]([CH2:7][CH2:8]1)[CH:3]([O:9][C:10]1[N:11]=[CH:12][C:13]([C:16]3[CH:21]=[CH:20][C:19]([NH:22][C:23](=[O:25])[CH3:24])=[CH:18][CH:17]=3)=[N:14][CH:15]=1)[CH2:2]2. The catalyst class is: 336. (7) Reactant: [ClH:1].[N:2]1[CH:7]=[CH:6][N:5]=[CH:4][C:3]=1[O:8][CH:9]1[CH2:14][CH2:13][N:12](C(OC(C)(C)C)=O)[CH2:11][CH2:10]1. Product: [ClH:1].[ClH:1].[NH:12]1[CH2:11][CH2:10][CH:9]([O:8][C:3]2[CH:4]=[N:5][CH:6]=[CH:7][N:2]=2)[CH2:14][CH2:13]1. The catalyst class is: 8. (8) Reactant: Br[C:2]1[CH:27]=[CH:26][C:5]([CH2:6][N:7]2[C:15]3[C:10](=[N:11][CH:12]=[CH:13][CH:14]=3)[C:9]([C:16]([NH:18][C@H:19]3[CH2:24][CH2:23][CH2:22][CH2:21][C@@H:20]3[OH:25])=[O:17])=[CH:8]2)=[CH:4][CH:3]=1.[CH3:28][N:29]1[CH:33]=[C:32]([Sn](CCCC)(CCCC)CCCC)[N:31]=[CH:30]1. Product: [OH:25][C@H:20]1[CH2:21][CH2:22][CH2:23][CH2:24][C@@H:19]1[NH:18][C:16]([C:9]1[C:10]2=[N:11][CH:12]=[CH:13][CH:14]=[C:15]2[N:7]([CH2:6][C:5]2[CH:26]=[CH:27][C:2]([C:32]3[N:31]=[CH:30][N:29]([CH3:28])[CH:33]=3)=[CH:3][CH:4]=2)[CH:8]=1)=[O:17]. The catalyst class is: 12.